From a dataset of Full USPTO retrosynthesis dataset with 1.9M reactions from patents (1976-2016). Predict the reactants needed to synthesize the given product. (1) The reactants are: Br[C:2]1[CH:3]=[C:4]([N:22]([CH3:29])[CH:23]2[CH2:28][CH2:27][O:26][CH2:25][CH2:24]2)[C:5]([CH3:21])=[C:6]([CH:20]=1)[C:7]([NH:9][CH2:10][C:11]1[C:12](=[O:19])[NH:13][C:14]([CH3:18])=[CH:15][C:16]=1[CH3:17])=[O:8].[CH3:30][N:31]([CH3:48])[CH2:32][C:33]1[CH:38]=[CH:37][C:36](B2OC(C)(C)C(C)(C)O2)=[CH:35][CH:34]=1.C([O-])([O-])=O.[Na+].[Na+]. Given the product [CH3:17][C:16]1[CH:15]=[C:14]([CH3:18])[NH:13][C:12](=[O:19])[C:11]=1[CH2:10][NH:9][C:7]([C:6]1[CH:20]=[C:2]([C:36]2[CH:37]=[CH:38][C:33]([CH2:32][N:31]([CH3:48])[CH3:30])=[CH:34][CH:35]=2)[CH:3]=[C:4]([N:22]([CH3:29])[CH:23]2[CH2:28][CH2:27][O:26][CH2:25][CH2:24]2)[C:5]=1[CH3:21])=[O:8], predict the reactants needed to synthesize it. (2) The reactants are: [CH3:1][S:2]([CH:5]1[CH2:10][CH2:9][C:8]([C:11]2[S:15][C:14]3[CH:16]=[C:17]([O:20][CH3:21])[CH:18]=[CH:19][C:13]=3[C:12]=2[O:22][C:23]2[CH:37]=[CH:36][C:26]([O:27][CH2:28][CH2:29][N:30]3[CH2:35][CH2:34][CH2:33][CH2:32][CH2:31]3)=[CH:25][CH:24]=2)=[CH:7][CH2:6]1)(=[O:4])=[O:3].[ClH:38]. Given the product [ClH:38].[CH3:1][S:2]([CH:5]1[CH2:10][CH2:9][C:8]([C:11]2[S:15][C:14]3[CH:16]=[C:17]([O:20][CH3:21])[CH:18]=[CH:19][C:13]=3[C:12]=2[O:22][C:23]2[CH:24]=[CH:25][C:26]([O:27][CH2:28][CH2:29][N:30]3[CH2:35][CH2:34][CH2:33][CH2:32][CH2:31]3)=[CH:36][CH:37]=2)=[CH:7][CH2:6]1)(=[O:3])=[O:4], predict the reactants needed to synthesize it. (3) The reactants are: [CH2:1]([NH2:8])[CH2:2][CH2:3][CH2:4][CH2:5][CH2:6][NH2:7].[CH2:9]([O:14][C:15]1[CH:20]=[CH:19][C:18]([S:21](Cl)(=[O:23])=[O:22])=[CH:17][CH:16]=1)[CH2:10][CH2:11][CH2:12][CH3:13].CO.[NH4+].[OH-].C1C=C2C(C(O)(O)C(=O)C2=CC=1)=O. Given the product [NH2:7][CH2:6][CH2:5][CH2:4][CH2:3][CH2:2][CH2:1][NH:8][S:21]([C:18]1[CH:17]=[CH:16][C:15]([O:14][CH2:9][CH2:10][CH2:11][CH2:12][CH3:13])=[CH:20][CH:19]=1)(=[O:23])=[O:22], predict the reactants needed to synthesize it. (4) Given the product [I:19][CH2:6][CH2:7][CH2:8][CH2:9][CH2:10][NH:11][C:12](=[O:13])[O:14][C:15]([CH3:18])([CH3:17])[CH3:16], predict the reactants needed to synthesize it. The reactants are: CS(O[CH2:6][CH2:7][CH2:8][CH2:9][CH2:10][NH:11][C:12]([O:14][C:15]([CH3:18])([CH3:17])[CH3:16])=[O:13])(=O)=O.[I-:19].[K+].O. (5) Given the product [Cl:1][C:2]1[CH:7]=[CH:6][C:5]([C:8]2[CH:9]=[C:10]([C:11]([F:14])([F:13])[F:12])[N:20]3[N:21]=[CH:22][C:23]([C:24]4[CH:29]=[CH:28][N:27]=[C:26]([CH3:30])[CH:25]=4)=[C:19]3[N:18]=2)=[CH:4][C:3]=1[CH3:17], predict the reactants needed to synthesize it. The reactants are: [Cl:1][C:2]1[CH:7]=[CH:6][C:5]([C:8](=O)[CH2:9][C:10](=O)[C:11]([F:14])([F:13])[F:12])=[CH:4][C:3]=1[CH3:17].[NH2:18][C:19]1[C:23]([C:24]2[CH:29]=[CH:28][N:27]=[C:26]([CH3:30])[CH:25]=2)=[CH:22][NH:21][N:20]=1. (6) Given the product [CH3:17][O:16][C:8]1[C:9]([N+:13]([O-:15])=[O:14])=[CH:10][CH:11]=[CH:12][C:7]=1[C:6]1[S:28][C:1]([CH3:2])=[N:4][N:5]=1, predict the reactants needed to synthesize it. The reactants are: [C:1]([NH:4][NH:5][C:6](=O)[C:7]1[CH:12]=[CH:11][CH:10]=[C:9]([N+:13]([O-:15])=[O:14])[C:8]=1[O:16][CH3:17])(=O)[CH3:2].COC1C=CC(P2(SP(C3C=CC(OC)=CC=3)(=S)S2)=[S:28])=CC=1. (7) Given the product [CH3:14][C:5]1[C:4]([N+:1]([O-:3])=[O:2])=[CH:9][C:8]([C:10]([F:12])([F:11])[F:13])=[CH:7][N:6]=1, predict the reactants needed to synthesize it. The reactants are: [N+:1]([C:4]1[C:5]([CH:14](C(OC)=O)C(OC)=O)=[N:6][CH:7]=[C:8]([C:10]([F:13])([F:12])[F:11])[CH:9]=1)([O-:3])=[O:2].Cl.[OH-].[Na+]. (8) Given the product [OH2:2].[OH:2][C:1]1[C:3]([OH:4])=[CH:5][C:6]2[C:7]3[C:6](=[CH:5][C:3]([OH:4])=[C:1]([OH:2])[CH:8]=3)[C:6]3[C:7](=[CH:8][C:1]([OH:2])=[C:3]([OH:2])[CH:5]=3)[C:7]=2[CH:8]=1, predict the reactants needed to synthesize it. The reactants are: [C:1]1([C:3](=[CH:5][CH:6]=[CH:7][CH:8]=1)[OH:4])[OH:2].S(=O)(=O)(O)O. (9) Given the product [CH2:8]([O:15][C:16](=[O:31])[CH:17]([NH:23][C:24]([O:26][C:27]([CH3:30])([CH3:29])[CH3:28])=[O:25])[CH2:18][CH2:19][C:20](=[O:22])[N:40]([O:39][CH3:35])[CH3:41])[C:9]1[CH:10]=[CH:11][CH:12]=[CH:13][CH:14]=1, predict the reactants needed to synthesize it. The reactants are: CN1CCOCC1.[CH2:8]([O:15][C:16](=[O:31])[CH:17]([NH:23][C:24]([O:26][C:27]([CH3:30])([CH3:29])[CH3:28])=[O:25])[CH2:18][CH2:19][C:20]([OH:22])=O)[C:9]1[CH:14]=[CH:13][CH:12]=[CH:11][CH:10]=1.CN([C:35]([O:39][N:40]1N=NC2C=CC=N[C:41]1=2)=[N+](C)C)C.F[P-](F)(F)(F)(F)F.Cl.CNOC. (10) Given the product [CH2:36]([N:32]1[CH:31]=[C:30]2[C:34]([CH:35]=[C:27]([C:19]3[CH:18]=[C:17]([C@@H:13]4[CH2:14][CH2:15][CH2:16][NH:11][CH2:12]4)[N:25]4[C:20]=3[C:21]([NH2:26])=[N:22][CH:23]=[N:24]4)[CH:28]=[CH:29]2)=[N:33]1)[C:37]1[CH:38]=[CH:39][CH:40]=[CH:41][CH:42]=1, predict the reactants needed to synthesize it. The reactants are: C(OC([N:11]1[CH2:16][CH2:15][CH2:14][C@@H:13]([C:17]2[N:25]3[C:20]([C:21]([NH2:26])=[N:22][CH:23]=[N:24]3)=[C:19]([C:27]3[CH:28]=[CH:29][C:30]4[C:34]([CH:35]=3)=[N:33][N:32]([CH2:36][C:37]3[CH:42]=[CH:41][CH:40]=[CH:39][CH:38]=3)[CH:31]=4)[CH:18]=2)[CH2:12]1)=O)C1C=CC=CC=1.Cl.